From a dataset of Reaction yield outcomes from USPTO patents with 853,638 reactions. Predict the reaction yield, written as a fraction of the theoretical maximum amount of product (1.0 means a 100% yield; for example, 0.34 means a 34% yield). (1) The reactants are [C:1]([O:4][C:5](=[O:7])[CH3:6])(=O)[CH3:2].[F:8][C:9]1[CH:14]=[CH:13][C:12]([C@@H:15]([OH:42])[CH2:16][S:17][C@@H:18]2[C@@H:21]([C:22]3[CH:27]=CC(O)=[CH:24][CH:23]=3)[N:20]([C:29]3[CH:34]=[CH:33][C:32]([C:35]4[CH:36]=[N:37][CH:38]=[CH:39][CH:40]=4)=[CH:31][CH:30]=3)[C:19]2=[O:41])=[CH:11][CH:10]=1.[O:43]1CC[CH2:45][CH2:44]1. The catalyst is CN(C)C1C=CN=CC=1.C(OCC)(=O)C. The product is [C:5]([O:4][C:1]1[CH:24]=[CH:23][C:22]([C@@H:21]2[C@@H:18]([S:17][CH2:16][C@H:15]([O:42][C:44](=[O:43])[CH3:45])[C:12]3[CH:13]=[CH:14][C:9]([F:8])=[CH:10][CH:11]=3)[C:19](=[O:41])[N:20]2[C:29]2[CH:34]=[CH:33][C:32]([C:35]3[CH:36]=[N:37][CH:38]=[CH:39][CH:40]=3)=[CH:31][CH:30]=2)=[CH:27][CH:2]=1)(=[O:7])[CH3:6]. The yield is 0.830. (2) The reactants are C(O[C:6]([N:8]1[CH2:13][CH2:12][C:11](=[CH:14][C:15]2[N:19]=[C:18]([C:20]3[CH:25]=[CH:24][CH:23]=[CH:22][CH:21]=3)[O:17][N:16]=2)[CH2:10][CH2:9]1)=O)(C)(C)C.ClC1[N:32]([O:33][CH3:34])[CH:31]=[CH:30][N:29]=[C:28]1[C:35]#[N:36]. No catalyst specified. The product is [C:35]([C:28]1[CH:6]([N:8]2[CH2:9][CH2:10][C:11](=[CH:14][C:15]3[N:19]=[C:18]([C:20]4[CH:21]=[CH:22][CH:23]=[CH:24][CH:25]=4)[O:17][N:16]=3)[CH2:12][CH2:13]2)[N:32]([O:33][CH3:34])[CH:31]=[CH:30][N:29]=1)#[N:36]. The yield is 0.460.